The task is: Regression. Given a peptide amino acid sequence and an MHC pseudo amino acid sequence, predict their binding affinity value. This is MHC class I binding data.. This data is from Peptide-MHC class I binding affinity with 185,985 pairs from IEDB/IMGT. (1) The peptide sequence is DPNPQEVVL. The MHC is HLA-A01:01 with pseudo-sequence HLA-A01:01. The binding affinity (normalized) is 0. (2) The peptide sequence is SFYYIWKSY. The MHC is HLA-A03:01 with pseudo-sequence HLA-A03:01. The binding affinity (normalized) is 0.210. (3) The peptide sequence is CTELKLSDY. The MHC is HLA-A02:06 with pseudo-sequence HLA-A02:06. The binding affinity (normalized) is 0.0847. (4) The peptide sequence is ALYRYLRA. The MHC is H-2-Db with pseudo-sequence H-2-Db. The binding affinity (normalized) is 0. (5) The binding affinity (normalized) is 0.719. The MHC is HLA-A02:03 with pseudo-sequence HLA-A02:03. The peptide sequence is LISIFLHLV. (6) The peptide sequence is YVIKVSERV. The MHC is HLA-A26:01 with pseudo-sequence HLA-A26:01. The binding affinity (normalized) is 0.353. (7) The binding affinity (normalized) is 0.0847. The MHC is HLA-A31:01 with pseudo-sequence HLA-A31:01. The peptide sequence is LADVCNWTY. (8) The peptide sequence is GLYKSAPRR. The binding affinity (normalized) is 0.0847. The MHC is HLA-A11:01 with pseudo-sequence HLA-A11:01.